This data is from Forward reaction prediction with 1.9M reactions from USPTO patents (1976-2016). The task is: Predict the product of the given reaction. (1) Given the reactants [N:1]1[CH:6]=[CH:5][CH:4]=[CH:3][C:2]=1[CH2:7][N:8]1[CH2:17][CH2:16][C:15]2[C:10](=[CH:11][C:12]([N:18]3[CH2:23][CH2:22][N:21](C(OC(C)(C)C)=O)[CH2:20][CH2:19]3)=[CH:13][CH:14]=2)[C:9]1=[O:31].C(=O)([O-])[O-].[K+].[K+].[F:38][C:39]([F:62])([F:61])[CH2:40][NH:41][C:42]([C:44]1([CH2:57][CH2:58][CH2:59]Br)[C:56]2[CH:55]=[CH:54][CH:53]=[CH:52][C:51]=2[C:50]2[C:45]1=[CH:46][CH:47]=[CH:48][CH:49]=2)=[O:43], predict the reaction product. The product is: [N:1]1[CH:6]=[CH:5][CH:4]=[CH:3][C:2]=1[CH2:7][N:8]1[CH2:17][CH2:16][C:15]2[C:10](=[CH:11][C:12]([N:18]3[CH2:19][CH2:20][N:21]([CH2:59][CH2:58][CH2:57][C:44]4([C:42](=[O:43])[NH:41][CH2:40][C:39]([F:38])([F:61])[F:62])[C:56]5[CH:55]=[CH:54][CH:53]=[CH:52][C:51]=5[C:50]5[C:45]4=[CH:46][CH:47]=[CH:48][CH:49]=5)[CH2:22][CH2:23]3)=[CH:13][CH:14]=2)[C:9]1=[O:31]. (2) Given the reactants [F:1][C:2]1[C:10]([N+:11]([O-:13])=[O:12])=[CH:9][C:8]([F:14])=[CH:7][C:3]=1C(O)=O.FC1C([N+]([O-])=O)=C(C(F)=CC=1)C(O)=O.[Br:29]Br, predict the reaction product. The product is: [Br:29][C:3]1[CH:7]=[C:8]([F:14])[CH:9]=[C:10]([N+:11]([O-:13])=[O:12])[C:2]=1[F:1]. (3) Given the reactants N1C=CC=CC=1.[Cl:7][C:8]1[CH:16]=[CH:15][CH:14]=[C:13]([Cl:17])[C:9]=1[C:10](Cl)=[O:11].[NH2:18][C:19]1[CH:31]=[C:30]([CH2:32][CH2:33][C:34]2[CH:39]=[CH:38][CH:37]=[CH:36][CH:35]=2)[CH:29]=[CH:28][C:20]=1[C:21]([O:23][C:24]([CH3:27])([CH3:26])[CH3:25])=[O:22].C(=O)([O-])O.[Na+], predict the reaction product. The product is: [Cl:7][C:8]1[CH:16]=[CH:15][CH:14]=[C:13]([Cl:17])[C:9]=1[C:10]([NH:18][C:19]1[CH:31]=[C:30]([CH2:32][CH2:33][C:34]2[CH:35]=[CH:36][CH:37]=[CH:38][CH:39]=2)[CH:29]=[CH:28][C:20]=1[C:21]([O:23][C:24]([CH3:27])([CH3:26])[CH3:25])=[O:22])=[O:11]. (4) Given the reactants N(C(OCC)=O)=NC(OCC)=O.[C:13]1([CH:19]2[O:23][CH:22]([CH2:24][CH2:25][CH2:26][CH2:27]O)[CH2:21][O:20]2)[CH:18]=[CH:17][CH:16]=[CH:15][CH:14]=1.C1(P(C2C=CC=CC=2)C2C=CC=CC=2)C=CC=CC=1.[C:48]1(=[O:58])[NH:52][C:51](=[O:53])[C:50]2=[CH:54][CH:55]=[CH:56][CH:57]=[C:49]12, predict the reaction product. The product is: [C:13]1([CH:19]2[O:23][CH:22]([CH2:24][CH2:25][CH2:26][CH2:27][N:52]3[C:51](=[O:53])[C:50]4=[CH:54][CH:55]=[CH:56][CH:57]=[C:49]4[C:48]3=[O:58])[CH2:21][O:20]2)[CH:14]=[CH:15][CH:16]=[CH:17][CH:18]=1. (5) Given the reactants [C:1]([C:3]1[CH:4]=[C:5]([CH:26]=[CH:27][CH:28]=1)[CH2:6][CH:7]1[C:14]2[CH:13]=[C:12]([C:15]([O:17][CH3:18])=[O:16])[N:11](C(OC(C)(C)C)=O)[C:10]=2[CH2:9][CH2:8]1)#[CH:2].FC(F)(F)C(O)=[O:32], predict the reaction product. The product is: [C:1]([C:3]1[CH:4]=[C:5]([CH:26]=[CH:27][CH:28]=1)[CH2:6][CH:7]1[C:14]2[CH:13]=[C:12]([C:15]([O:17][CH3:18])=[O:16])[NH:11][C:10]=2[CH2:9][CH2:8]1)(=[O:32])[CH3:2]. (6) Given the reactants [CH2:1]([SH:3])[CH3:2].[OH-].[K+].[CH3:6][O:7][C:8]1[CH:9]=[C:10]([N:19]2[CH:24]=[CH:23][C:22]([C:25]3[CH:30]=[CH:29][C:28]([C:31]([F:34])([F:33])[F:32])=[CH:27][CH:26]=3)=[CH:21][C:20]2=[O:35])[CH:11]=[CH:12][C:13]=1[O:14][CH2:15][C@H:16]1[CH2:18][O:17]1, predict the reaction product. The product is: [CH2:1]([S:3][CH2:18][C@@H:16]([OH:17])[CH2:15][O:14][C:13]1[CH:12]=[CH:11][C:10]([N:19]2[CH:24]=[CH:23][C:22]([C:25]3[CH:30]=[CH:29][C:28]([C:31]([F:33])([F:34])[F:32])=[CH:27][CH:26]=3)=[CH:21][C:20]2=[O:35])=[CH:9][C:8]=1[O:7][CH3:6])[CH3:2].